Predict the reactants needed to synthesize the given product. From a dataset of Full USPTO retrosynthesis dataset with 1.9M reactions from patents (1976-2016). (1) Given the product [CH3:1][O:2][C:3](=[O:34])[CH2:4][C@H:5]1[C:9]2[CH:10]=[CH:11][C:12]([O:14][C@H:15]3[C:23]4[C:18](=[C:19]([O:25][C:26]5[CH:31]=[CH:30][C:29]([O:32][CH2:38][CH2:37][C:36]([OH:35])([CH3:51])[CH3:50])=[CH:28][C:27]=5[F:33])[CH:20]=[CH:21][C:22]=4[F:24])[CH2:17][CH2:16]3)=[CH:13][C:8]=2[O:7][CH2:6]1, predict the reactants needed to synthesize it. The reactants are: [CH3:1][O:2][C:3](=[O:34])[CH2:4][C@H:5]1[C:9]2[CH:10]=[CH:11][C:12]([O:14][C@H:15]3[C:23]4[C:18](=[C:19]([O:25][C:26]5[CH:31]=[CH:30][C:29]([OH:32])=[CH:28][C:27]=5[F:33])[CH:20]=[CH:21][C:22]=4[F:24])[CH2:17][CH2:16]3)=[CH:13][C:8]=2[O:7][CH2:6]1.[OH:35][C:36]([CH3:51])([CH3:50])[CH2:37][CH2:38]OS(C1C=CC(C)=CC=1)(=O)=O. (2) Given the product [O:3]1[C:7]2[CH:8]=[CH:9][CH:10]=[C:11]([CH:12]3[CH2:17][CH2:16][N:15]([CH2:18][CH2:19][C@H:20]4[CH2:21][CH2:22][C@H:23]([NH:26][C:31](=[O:32])[CH2:30][CH:29]([O:35][CH3:36])[O:28][CH3:27])[CH2:24][CH2:25]4)[CH2:14][CH2:13]3)[C:6]=2[CH2:5][CH2:4]1, predict the reactants needed to synthesize it. The reactants are: Cl.Cl.[O:3]1[C:7]2[CH:8]=[CH:9][CH:10]=[C:11]([CH:12]3[CH2:17][CH2:16][N:15]([CH2:18][CH2:19][C@H:20]4[CH2:25][CH2:24][C@H:23]([NH2:26])[CH2:22][CH2:21]4)[CH2:14][CH2:13]3)[C:6]=2[CH2:5][CH2:4]1.[CH3:27][O:28][CH:29]([O:35][CH3:36])[CH2:30][C:31](OC)=[O:32].